From a dataset of Catalyst prediction with 721,799 reactions and 888 catalyst types from USPTO. Predict which catalyst facilitates the given reaction. (1) Reactant: C(OC([N:8]1[C:16]2[C:11](=[CH:12][CH:13]=[CH:14][CH:15]=2)[CH:10]=[C:9]1[C:17]1[CH:22]=[CH:21][C:20]([Cl:23])=[C:19]([S:24](=[O:37])(=[O:36])[NH:25][CH2:26][CH2:27][C:28]2[CH:33]=[CH:32][CH:31]=[CH:30][C:29]=2[O:34][CH3:35])[CH:18]=1)=O)(C)(C)C. Product: [Cl:23][C:20]1[CH:21]=[CH:22][C:17]([C:9]2[NH:8][C:16]3[C:11]([CH:10]=2)=[CH:12][CH:13]=[CH:14][CH:15]=3)=[CH:18][C:19]=1[S:24]([NH:25][CH2:26][CH2:27][C:28]1[CH:33]=[CH:32][CH:31]=[CH:30][C:29]=1[O:34][CH3:35])(=[O:36])=[O:37]. The catalyst class is: 137. (2) Reactant: [Cl:1][C:2]1[CH:3]=[C:4]([C:9]23[CH2:14][CH:13]2[CH:12]([OH:15])[CH2:11][CH2:10]3)[CH:5]=[CH:6][C:7]=1[Cl:8].N1C=CC=CC=1.CC(OI1(OC(C)=O)(OC(C)=O)OC(=O)C2C=CC=CC1=2)=O. Product: [Cl:1][C:2]1[CH:3]=[C:4]([C:9]23[CH2:14][CH:13]2[C:12](=[O:15])[CH2:11][CH2:10]3)[CH:5]=[CH:6][C:7]=1[Cl:8]. The catalyst class is: 6. (3) Reactant: [Br:1][C:2]1[CH:11]=[CH:10][CH:9]=[C:8]2[C:3]=1[CH:4]=[CH:5][N:6]=[CH:7]2.C1C=C(Cl)C=C(C(OO)=[O:20])C=1. Product: [Br:1][C:2]1[CH:11]=[CH:10][CH:9]=[C:8]2[C:3]=1[CH:4]=[CH:5][N+:6]([O-:20])=[CH:7]2. The catalyst class is: 4. (4) Reactant: CN(C(ON1N=NC2C=CC=CC1=2)=[N+](C)C)C.[B-](F)(F)(F)F.[F:23][C:24]1[CH:29]=[CH:28][C:27]([N:30]2[C:33](=[O:34])[C@H:32]([S:35][CH2:36][C:37]([C:39]3[CH:44]=[CH:43][C:42]([F:45])=[CH:41][CH:40]=3)=[O:38])[C@H:31]2[C:46]2[CH:60]=[CH:59][C:49]([O:50][CH2:51][C:52]([NH:54][CH2:55][C:56](O)=[O:57])=[O:53])=[CH:48][CH:47]=2)=[CH:26][CH:25]=1.CN1CCOCC1.[CH2:68]([NH:75][CH2:76][C:77]([OH:79])=[O:78])[C:69]1[CH:74]=[CH:73][CH:72]=[CH:71][CH:70]=1.[BH4-].[Na+].C([O-])(=O)C.[NH4+]. Product: [F:23][C:24]1[CH:25]=[CH:26][C:27]([N:30]2[C:33](=[O:34])[C@H:32]([S:35][CH2:36][CH:37]([C:39]3[CH:40]=[CH:41][C:42]([F:45])=[CH:43][CH:44]=3)[OH:38])[C@H:31]2[C:46]2[CH:47]=[CH:48][C:49]([O:50][CH2:51][C:52]([NH:54][CH2:55][C:56]([N:75]([CH2:68][C:69]3[CH:74]=[CH:73][CH:72]=[CH:71][CH:70]=3)[CH2:76][C:77]([OH:79])=[O:78])=[O:57])=[O:53])=[CH:59][CH:60]=2)=[CH:28][CH:29]=1. The catalyst class is: 121. (5) Reactant: C(OC(C(F)(F)F)=O)(C(F)(F)F)=[O:2].[Cl:14][C:15]1[CH:16]=[CH:17][C:18]([CH2:21][O:22][C:23]2[CH:28]=[CH:27][N+:26]([O-])=[CH:25][CH:24]=2)=[N:19][CH:20]=1.CCN(CC)CC. Product: [Cl:14][C:15]1[CH:16]=[CH:17][C:18]([CH2:21][O:22][C:23]2[CH:28]=[CH:27][NH:26][C:25](=[O:2])[CH:24]=2)=[N:19][CH:20]=1. The catalyst class is: 20. (6) Reactant: [CH:1]([C:3]1[CH:11]=[CH:10][C:6]([C:7](Cl)=[O:8])=[CH:5][CH:4]=1)=[O:2].[NH2:12][CH2:13][CH2:14][N:15]1[CH2:19][CH2:18][NH:17][C:16]1=[O:20].CCN(CC)CC. Product: [CH:1]([C:3]1[CH:11]=[CH:10][C:6]([C:7]([NH:12][CH2:13][CH2:14][N:15]2[CH2:19][CH2:18][NH:17][C:16]2=[O:20])=[O:8])=[CH:5][CH:4]=1)=[O:2]. The catalyst class is: 1. (7) Reactant: [C:1]([N:5]1[C:9]([NH:10][C:11]2[CH:16]=[N:15][CH:14]=[C:13](Cl)[N:12]=2)=[CH:8][CH:7]=[N:6]1)([CH3:4])([CH3:3])[CH3:2].[CH:18]([B-](F)(F)F)=[CH2:19].[K+].C(N(CC)CC)C. Product: [C:1]([N:5]1[C:9]([NH:10][C:11]2[CH:16]=[N:15][CH:14]=[C:13]([CH:18]=[CH2:19])[N:12]=2)=[CH:8][CH:7]=[N:6]1)([CH3:4])([CH3:3])[CH3:2]. The catalyst class is: 259.